This data is from Reaction yield outcomes from USPTO patents with 853,638 reactions. The task is: Predict the reaction yield, written as a fraction of the theoretical maximum amount of product (1.0 means a 100% yield; for example, 0.34 means a 34% yield). (1) The reactants are [Cl:1][C:2]1[CH:11]=[C:10]([O:12][CH:13]([CH3:15])[CH3:14])[C:9]([I:16])=[CH:8][C:3]=1[C:4](=[NH:7])[NH:5][OH:6].[CH2:17]([C:20]1[CH:28]=[CH:27][C:23]([C:24](O)=O)=[CH:22][CH:21]=1)[CH2:18][CH3:19].ONC(=N)C1C=CC(OC(C)C)=C(I)C=1.ClC1C=C(C=CC=1OCCC)C(O)=O. No catalyst specified. The product is [Cl:1][C:2]1[CH:11]=[C:10]([O:12][CH:13]([CH3:14])[CH3:15])[C:9]([I:16])=[CH:8][C:3]=1[C:4]1[N:7]=[C:24]([C:23]2[CH:27]=[CH:28][C:20]([CH2:17][CH2:18][CH3:19])=[CH:21][CH:22]=2)[O:6][N:5]=1. The yield is 0.200. (2) The product is [CH:1]1([NH:7][C:8]([C:10]2[N:27]([CH3:26])[C:12]([CH3:25])=[CH:13][C:14](=[O:24])[C:15]=2[O:16][CH2:17][C:18]2[CH:23]=[CH:22][CH:21]=[CH:20][CH:19]=2)=[O:9])[CH2:6][CH2:5][CH2:4][CH2:3][CH2:2]1. The catalyst is CO. The reactants are [CH:1]1([NH:7][C:8]([C:10]2O[C:12]([CH3:25])=[CH:13][C:14](=[O:24])[C:15]=2[O:16][CH2:17][C:18]2[CH:23]=[CH:22][CH:21]=[CH:20][CH:19]=2)=[O:9])[CH2:6][CH2:5][CH2:4][CH2:3][CH2:2]1.[CH3:26][NH2:27]. The yield is 0.830. (3) The reactants are [F:1][C:2]1[CH:8]=[C:7]([C:9]([F:21])([F:20])[C:10]([F:19])([F:18])[C:11]([F:17])([F:16])[C:12]([F:15])([F:14])[F:13])[CH:6]=[CH:5][C:3]=1[NH2:4].Cl[C:23]1[C:28]([C:29]([O:31][CH2:32][CH3:33])=[O:30])=[CH:27][N:26]=[C:25]([Cl:34])[CH:24]=1.Cl. The catalyst is CCO. The product is [Cl:34][C:25]1[CH:24]=[C:23]([NH:4][C:3]2[CH:5]=[CH:6][C:7]([C:9]([F:20])([F:21])[C:10]([F:18])([F:19])[C:11]([F:16])([F:17])[C:12]([F:14])([F:15])[F:13])=[CH:8][C:2]=2[F:1])[C:28]([C:29]([O:31][CH2:32][CH3:33])=[O:30])=[CH:27][N:26]=1. The yield is 0.300.